This data is from Reaction yield outcomes from USPTO patents with 853,638 reactions. The task is: Predict the reaction yield, written as a fraction of the theoretical maximum amount of product (1.0 means a 100% yield; for example, 0.34 means a 34% yield). (1) The reactants are [Br:1][C:2]1[CH:3]=[C:4]([NH2:9])[C:5]([NH2:8])=[CH:6][CH:7]=1.[C:10]([O:14][C:15]([N:17]1[CH2:21][CH2:20][CH2:19][CH:18]1[CH:22]=O)=[O:16])([CH3:13])([CH3:12])[CH3:11]. The catalyst is C(O)C. The product is [C:10]([O:14][C:15]([N:17]1[CH2:21][CH2:20][CH2:19][CH:18]1[C:22]1[NH:9][C:4]2[CH:3]=[C:2]([Br:1])[CH:7]=[CH:6][C:5]=2[N:8]=1)=[O:16])([CH3:13])([CH3:11])[CH3:12]. The yield is 0.550. (2) The reactants are C1(P(C2CCCCC2)C2C=CC=CC=2C2C(OC)=CC=CC=2OC)CCCCC1.P([O-])([O-])([O-])=O.[K+].[K+].[K+].[CH2:38]([C:40]([C:59]1[CH:64]=[CH:63][C:62](/[CH:65]=[CH:66]/[C:67]([C:73]([F:76])([F:75])[F:74])([OH:72])[C:68]([F:71])([F:70])[F:69])=[C:61]([CH3:77])[CH:60]=1)([C:43]1[CH:48]=[CH:47][C:46](B2OC(C)(C)C(C)(C)O2)=[C:45]([CH3:58])[CH:44]=1)[CH2:41][CH3:42])[CH3:39].[CH3:78][O:79][C:80](=[O:89])[CH2:81][C:82]1[CH:87]=[CH:86][C:85](Br)=[CH:84][CH:83]=1. The catalyst is C1(C)C=CC=CC=1.C([O-])(=O)C.[Pd+2].C([O-])(=O)C.O. The product is [CH3:78][O:79][C:80](=[O:89])[CH2:81][C:82]1[CH:87]=[CH:86][C:85]([C:46]2[CH:47]=[CH:48][C:43]([C:40]([CH2:41][CH3:42])([C:59]3[CH:64]=[CH:63][C:62](/[CH:65]=[CH:66]/[C:67]([OH:72])([C:73]([F:75])([F:76])[F:74])[C:68]([F:71])([F:70])[F:69])=[C:61]([CH3:77])[CH:60]=3)[CH2:38][CH3:39])=[CH:44][C:45]=2[CH3:58])=[CH:84][CH:83]=1. The yield is 0.340.